This data is from Reaction yield outcomes from USPTO patents with 853,638 reactions. The task is: Predict the reaction yield, written as a fraction of the theoretical maximum amount of product (1.0 means a 100% yield; for example, 0.34 means a 34% yield). (1) The reactants are [N:1]1[CH:6]=[CH:5][N:4]=[CH:3][C:2]=1[C:7]1[N:12]=[CH:11][N:10]=[C:9]([NH2:13])[CH:8]=1.[OH-].[Na+].[C:16](=S)=[S:17].N[C@H](C(O)=O)C[CH2:22][S:23][CH3:24]. The catalyst is CN(C=O)C.O. The product is [N:1]1[CH:6]=[CH:5][N:4]=[CH:3][C:2]=1[C:7]1[N:12]=[CH:11][N:10]=[C:9]([N:13]=[C:22]([S:17][CH3:16])[S:23][CH3:24])[CH:8]=1. The yield is 0.440. (2) The reactants are FC(F)(F)C(O)=O.[CH2:8]([S:10]([N:13]1[CH2:18][CH2:17][CH:16]([C:19]2[C:27]3[C:22](=[C:23]([C:43]([NH2:45])=[O:44])[CH:24]=[C:25]([C:28]4[CH:33]=[C:32]([CH2:34][NH:35][CH2:36][C@@H:37]5CCCO5)[CH:31]=[C:30]([F:42])[CH:29]=4)[CH:26]=3)[NH:21][CH:20]=2)[CH2:15][CH2:14]1)(=[O:12])=[O:11])[CH3:9].O1CC[CH2:48][C@H:47]1[CH2:51]N. No catalyst specified. The product is [CH3:37][C@H:36]([NH:35][CH2:34][C:32]1[CH:33]=[C:28]([C:25]2[CH:26]=[C:27]3[C:22](=[C:23]([C:43]([NH2:45])=[O:44])[CH:24]=2)[NH:21][CH:20]=[C:19]3[CH:16]2[CH2:15][CH2:14][N:13]([S:10]([CH2:8][CH3:9])(=[O:11])=[O:12])[CH2:18][CH2:17]2)[CH:29]=[C:30]([F:42])[CH:31]=1)[CH:47]([CH3:51])[CH3:48]. The yield is 0.420. (3) The reactants are [C:1]1([Mg]Br)[CH:6]=[CH:5][CH:4]=[CH:3][CH:2]=1.[CH3:9][C:10]1[O:14][N:13]=[C:12]([C:15]([O:17]C)=O)[CH:11]=1.Cl. The catalyst is C1COCC1. The product is [CH3:9][C:10]1[O:14][N:13]=[C:12]([C:15]([C:1]2[CH:6]=[CH:5][CH:4]=[CH:3][CH:2]=2)([C:1]2[CH:6]=[CH:5][CH:4]=[CH:3][CH:2]=2)[OH:17])[CH:11]=1. The yield is 0.980. (4) The product is [F:14][C:13]([F:16])([F:15])[C:9]1[CH:8]=[C:7]([C:5]2[CH:4]=[CH:3][NH:2][N:21]=2)[CH:12]=[CH:11][CH:10]=1. No catalyst specified. The reactants are C[N:2](C)/[CH:3]=[CH:4]/[C:5]([C:7]1[CH:12]=[CH:11][CH:10]=[C:9]([C:13]([F:16])([F:15])[F:14])[CH:8]=1)=O.C(O)C.[NH2:21]N. The yield is 0.890. (5) The reactants are [F:1][C:2]([F:26])([F:25])[C@@H:3]1[CH2:8][CH2:7][C@H:6]([O:9][C:10]2[CH:11]=[C:12]3[C:17](=[CH:18][CH:19]=2)[CH:16]=[C:15]([CH2:20][C:21]([O:23][CH3:24])=[O:22])[CH:14]=[CH:13]3)[CH2:5][CH2:4]1.C1C(=O)N([I:34])C(=O)C1.C(O)(C(F)(F)F)=O. The catalyst is CC#N.O. The product is [I:34][C:11]1[C:10]([O:9][C@H:6]2[CH2:7][CH2:8][C@@H:3]([C:2]([F:25])([F:26])[F:1])[CH2:4][CH2:5]2)=[CH:19][CH:18]=[C:17]2[C:12]=1[CH:13]=[CH:14][C:15]([CH2:20][C:21]([O:23][CH3:24])=[O:22])=[CH:16]2. The yield is 0.700. (6) The reactants are [C:1](=O)([O-])[O-].[Na+].[Na+].O.[NH2:8][CH2:9][CH2:10][CH2:11][OH:12].[C:13](O[C:13]([O:15][C:16]([CH3:19])([CH3:18])[CH3:17])=[O:14])([O:15][C:16]([CH3:19])([CH3:18])[CH3:17])=[O:14]. The catalyst is C1COCC1.CO.C(Cl)(Cl)Cl. The product is [C:16]([O:15][C:13](=[O:14])[N:8]([CH2:9][CH2:10][CH2:11][OH:12])[CH3:1])([CH3:19])([CH3:18])[CH3:17]. The yield is 1.00. (7) The reactants are [CH3:1][O:2][C:3]1[CH:12]=[C:11]([N:13]([C:24]2[CH:29]=[CH:28][C:27]([C:30](OC)=[O:31])=[CH:26][CH:25]=2)[C:14]2[CH:19]=[CH:18][C:17]([C:20](OC)=[O:21])=[CH:16][CH:15]=2)[CH:10]=[CH:9][C:4]=1[C:5](OC)=[O:6].[H-].[Al+3].[Li+].[H-].[H-].[H-].O. The catalyst is O1CCCC1.ClCCl. The product is [OH:21][CH2:20][C:17]1[CH:16]=[CH:15][C:14]([N:13]([C:24]2[CH:25]=[CH:26][C:27]([CH2:30][OH:31])=[CH:28][CH:29]=2)[C:11]2[CH:10]=[CH:9][C:4]([CH2:5][OH:6])=[C:3]([O:2][CH3:1])[CH:12]=2)=[CH:19][CH:18]=1. The yield is 0.970. (8) The reactants are [I:1][C:2]1[CH:7]=[C:6]([C:8]([F:11])([F:10])[F:9])[CH:5]=[CH:4][C:3]=1[NH2:12].[C:20](O[C:20]([C:22]([F:25])([F:24])[F:23])=[O:21])([C:22]([F:25])([F:24])[F:23])=[O:21].N1C=[CH:30][CH:29]=[CH:28][CH:27]=1.C(Br)/C=C/C.C([O-])([O-])=O.[K+].[K+]. The catalyst is C(Cl)Cl.O. The product is [CH2:27]([N:12]([C:3]1[CH:4]=[CH:5][C:6]([C:8]([F:10])([F:11])[F:9])=[CH:7][C:2]=1[I:1])[C:20](=[O:21])[C:22]([F:23])([F:24])[F:25])[CH:28]=[CH:29][CH3:30]. The yield is 0.840. (9) The reactants are Br[C:2]1[C:3]([CH3:19])=[C:4]([CH2:12][N:13]2[CH2:18][CH2:17][O:16][CH2:15][CH2:14]2)[N:5]2[C:10]=1[C:9]([NH2:11])=[N:8][CH:7]=[N:6]2.[CH3:20][C:21]1[CH:26]=[C:25](B2OC(C)(C)C(C)(C)O2)[CH:24]=[CH:23][C:22]=1[NH:36][C:37]([NH:39][C:40]1[CH:45]=[C:44]([C:46]([F:49])([F:48])[F:47])[CH:43]=[CH:42][N:41]=1)=[O:38].FC1C=CC(C(F)(F)F)=CC=1NC(NC1C=CC(B2OC(C)(C)C(C)(C)O2)=CC=1)=O. No catalyst specified. The product is [NH2:11][C:9]1[C:10]2=[C:2]([C:25]3[CH:24]=[CH:23][C:22]([NH:36][C:37]([NH:39][C:40]4[CH:45]=[C:44]([C:46]([F:47])([F:48])[F:49])[CH:43]=[CH:42][N:41]=4)=[O:38])=[C:21]([CH3:20])[CH:26]=3)[C:3]([CH3:19])=[C:4]([CH2:12][N:13]3[CH2:18][CH2:17][O:16][CH2:15][CH2:14]3)[N:5]2[N:6]=[CH:7][N:8]=1. The yield is 0.360. (10) The reactants are [CH:1]([N:4]1[CH:8]=[N:7][CH:6]=[N:5]1)([CH3:3])[CH3:2].C([Li])CCC.[CH3:14][C:15](N(C)C)=[O:16].[Cl-].[NH4+]. The catalyst is C1COCC1. The product is [CH:1]([N:4]1[C:8]([C:15](=[O:16])[CH3:14])=[N:7][CH:6]=[N:5]1)([CH3:3])[CH3:2]. The yield is 0.870.